Dataset: Catalyst prediction with 721,799 reactions and 888 catalyst types from USPTO. Task: Predict which catalyst facilitates the given reaction. (1) Reactant: [CH2:1]([N:3]([CH2:34][CH3:35])[CH2:4][CH:5]=[CH:6][C:7]1[CH:12]=[CH:11][CH:10]=[CH:9][C:8]=1[S:13]([CH2:16][C:17]1[C:22]([C:23]([O:25][CH3:26])=[O:24])=[C:21]([O:27][CH3:28])[C:20]([C:29]2[CH:33]=[CH:32][O:31][CH:30]=2)=[CH:19][CH:18]=1)(=[O:15])=[O:14])[CH3:2].[H][H]. The catalyst class is: 43. Product: [CH2:34]([N:3]([CH2:1][CH3:2])[CH2:4][CH2:5][CH2:6][C:7]1[CH:12]=[CH:11][CH:10]=[CH:9][C:8]=1[S:13]([CH2:16][C:17]1[C:22]([C:23]([O:25][CH3:26])=[O:24])=[C:21]([O:27][CH3:28])[C:20]([C:29]2[CH:33]=[CH:32][O:31][CH:30]=2)=[CH:19][CH:18]=1)(=[O:15])=[O:14])[CH3:35]. (2) Reactant: [OH-].[Na+].[CH2:3]([O:5][C:6]1[CH:7]=[C:8]([CH:11]=[CH:12][C:13]=1[OH:14])[CH:9]=O)[CH3:4].Cl.[CH3:16][C:17]([CH3:19])=[O:18]. Product: [CH2:3]([O:5][C:6]1[CH:7]=[C:8]([CH:9]=[CH:16][C:17](=[O:18])[CH3:19])[CH:11]=[CH:12][C:13]=1[OH:14])[CH3:4]. The catalyst class is: 40. (3) Reactant: [CH3:1][O:2][C:3](=[O:13])[C:4]1[C:9]([NH2:10])=[CH:8][CH:7]=[C:6]([F:11])[C:5]=1[CH3:12].Cl[C:15](Cl)([O:17]C(=O)OC(Cl)(Cl)Cl)Cl. Product: [CH3:1][O:2][C:3](=[O:13])[C:4]1[C:9]([N:10]=[C:15]=[O:17])=[CH:8][CH:7]=[C:6]([F:11])[C:5]=1[CH3:12]. The catalyst class is: 11.